This data is from Peptide-MHC class I binding affinity with 185,985 pairs from IEDB/IMGT. The task is: Regression. Given a peptide amino acid sequence and an MHC pseudo amino acid sequence, predict their binding affinity value. This is MHC class I binding data. The peptide sequence is NPVPVGNIY. The MHC is HLA-B40:02 with pseudo-sequence HLA-B40:02. The binding affinity (normalized) is 0.